This data is from Full USPTO retrosynthesis dataset with 1.9M reactions from patents (1976-2016). The task is: Predict the reactants needed to synthesize the given product. (1) Given the product [CH2:16]([N:18]([CH2:19][CH3:20])[C:9](=[O:11])[CH2:8][CH2:7][C:1]1[CH:2]=[CH:3][CH:4]=[CH:5][CH:6]=1)[CH3:17], predict the reactants needed to synthesize it. The reactants are: [C:1]1([CH2:7][CH2:8][C:9]([OH:11])=O)[CH:6]=[CH:5][CH:4]=[CH:3][CH:2]=1.S(Cl)(Cl)=O.[CH2:16]([NH:18][CH2:19][CH3:20])[CH3:17].C(Cl)Cl. (2) Given the product [Cl:1][C:2]1[CH:10]=[C:6]([C:7]([O-:9])=[O:8])[C:5]([NH2:11])=[CH:4][CH:3]=1.[NH4+:14], predict the reactants needed to synthesize it. The reactants are: [Cl:1][C:2]1[CH:10]=[C:6]([C:7]([OH:9])=[O:8])[C:5]([NH2:11])=[CH:4][CH:3]=1.CO.[NH3:14]. (3) The reactants are: [Cl:1][C:2]1[CH:3]=[C:4]([C:9]2[C:22]([O:23][CH3:24])=[CH:21][C:12]([C:13]([NH:15][S:16]([CH2:19][CH3:20])(=[O:18])=[O:17])=[O:14])=[C:11](F)[CH:10]=2)[CH:5]=[N:6][C:7]=1F.C(=O)([O-])[O-].[Cs+].[Cs+].[F:32][C:33]1[C:38]([F:39])=[CH:37][CH:36]=[C:35]([F:40])[C:34]=1[OH:41]. Given the product [Cl:1][C:2]1[CH:3]=[C:4]([C:9]2[CH:10]=[CH:11][C:12]([C:13]([NH:15][S:16]([CH2:19][CH3:20])(=[O:18])=[O:17])=[O:14])=[CH:21][C:22]=2[O:23][CH3:24])[CH:5]=[N:6][C:7]=1[O:41][C:34]1[C:35]([F:40])=[CH:36][CH:37]=[C:38]([F:39])[C:33]=1[F:32], predict the reactants needed to synthesize it. (4) Given the product [OH:30][C@@:23]1([C:21]#[C:22][C:2]2[CH:3]=[C:4]([N:8]3[C:16]4[CH2:15][CH2:14][CH2:13][NH:12][C:11]=4[C:10]([C:17]([O:19][CH3:20])=[O:18])=[N:9]3)[CH:5]=[CH:6][CH:7]=2)[CH2:27][CH2:26][N:25]([CH3:28])[C:24]1=[O:29], predict the reactants needed to synthesize it. The reactants are: I[C:2]1[CH:3]=[C:4]([N:8]2[C:16]3[CH2:15][CH2:14][CH2:13][NH:12][C:11]=3[C:10]([C:17]([O:19][CH3:20])=[O:18])=[N:9]2)[CH:5]=[CH:6][CH:7]=1.[C:21]([C@:23]1([OH:30])[CH2:27][CH2:26][N:25]([CH3:28])[C:24]1=[O:29])#[CH:22].